Predict the reactants needed to synthesize the given product. From a dataset of Full USPTO retrosynthesis dataset with 1.9M reactions from patents (1976-2016). Given the product [C:5]1([N:6]2[C:15]3[CH:20]=[CH:19][C:18]([B:24]4[O:25][C:26]([CH3:28])([CH3:27])[C:22]([CH3:38])([CH3:21])[O:23]4)=[CH:17][C:16]=3[C:12]3[C:7]2=[CH:8][CH:9]=[CH:10][CH:11]=3)[CH:4]=[CH:3][CH:2]=[CH:14][CH:13]=1, predict the reactants needed to synthesize it. The reactants are: Br[C:2]1[CH:3]=[CH:4][C:5]2[N:6]([C:15]3[CH:20]=[CH:19][CH:18]=[CH:17][CH:16]=3)[C:7]3[C:12]([C:13]=2[CH:14]=1)=[CH:11][CH:10]=[CH:9][CH:8]=3.[CH3:21][C:22]1([CH3:38])[C:26]([CH3:28])([CH3:27])[O:25][B:24]([B:24]2[O:25][C:26]([CH3:28])([CH3:27])[C:22]([CH3:38])([CH3:21])[O:23]2)[O:23]1.C([O-])(=O)C.[K+].